Dataset: Peptide-MHC class I binding affinity with 185,985 pairs from IEDB/IMGT. Task: Regression. Given a peptide amino acid sequence and an MHC pseudo amino acid sequence, predict their binding affinity value. This is MHC class I binding data. (1) The peptide sequence is SIILEFFLMV. The MHC is HLA-A02:17 with pseudo-sequence HLA-A02:17. The binding affinity (normalized) is 0.559. (2) The peptide sequence is VSIPITAAAW. The MHC is HLA-B53:01 with pseudo-sequence HLA-B53:01. The binding affinity (normalized) is 0.446. (3) The peptide sequence is SQYDPKELL. The MHC is HLA-A30:01 with pseudo-sequence HLA-A30:01. The binding affinity (normalized) is 0.213. (4) The peptide sequence is QYPTAWQSV. The MHC is HLA-A02:01 with pseudo-sequence HLA-A02:01. The binding affinity (normalized) is 0. (5) The peptide sequence is FQNVNRITY. The MHC is HLA-B35:01 with pseudo-sequence HLA-B35:01. The binding affinity (normalized) is 0.659. (6) The peptide sequence is FFNVEIPEF. The MHC is HLA-B58:01 with pseudo-sequence HLA-B58:01. The binding affinity (normalized) is 0.213. (7) The peptide sequence is HSRRSRRSL. The MHC is HLA-B58:01 with pseudo-sequence HLA-B58:01. The binding affinity (normalized) is 0.0847.